From a dataset of Reaction yield outcomes from USPTO patents with 853,638 reactions. Predict the reaction yield, written as a fraction of the theoretical maximum amount of product (1.0 means a 100% yield; for example, 0.34 means a 34% yield). (1) The reactants are [OH:1][C:2]1[CH:11]=[CH:10][C:5]([C:6]([NH:8][NH2:9])=[O:7])=[CH:4][CH:3]=1.[F:12][C:13]([F:23])([F:22])[C:14]1[CH:21]=[CH:20][C:17]([CH:18]=O)=[CH:16][CH:15]=1. The catalyst is C(O)(=O)C.CCO. The product is [F:12][C:13]([F:22])([F:23])[C:14]1[CH:21]=[CH:20][C:17]([CH:18]=[N:9][NH:8][C:6](=[O:7])[C:5]2[CH:10]=[CH:11][C:2]([OH:1])=[CH:3][CH:4]=2)=[CH:16][CH:15]=1. The yield is 0.940. (2) The reactants are [CH3:1][O:2][C:3](/[CH:5]=[CH:6]/[C:7]([OH:9])=[O:8])=[O:4].Cl.CN(C)CCCN=C=NCC.O[C@@H:23]([CH3:35])[C:24]([N:26]([CH2:31][CH2:32][O:33][CH3:34])[CH2:27][CH2:28][O:29][CH3:30])=[O:25]. The product is [C:7]([O:9][C@H:23]([C:24](=[O:25])[N:26]([CH2:27][CH2:28][O:29][CH3:30])[CH2:31][CH2:32][O:33][CH3:34])[CH3:35])(=[O:8])/[CH:6]=[CH:5]/[C:3]([O:2][CH3:1])=[O:4]. The catalyst is ClCCl.CN(C1C=CN=CC=1)C. The yield is 0.140. (3) The reactants are [CH3:1][S:2][C:3]1[NH:8][C:7](=[O:9])[CH:6]=[CH:5][N:4]=1.[Br:10]Br. The catalyst is C(O)(=O)C. The product is [Br:10][C:6]1[C:7](=[O:9])[NH:8][C:3]([S:2][CH3:1])=[N:4][CH:5]=1. The yield is 0.450. (4) The reactants are [C:1]([O:5][C:6](=[O:24])[NH:7][CH:8]([CH:15]1[CH2:20][CH2:19][CH:18]([CH2:21][CH2:22][OH:23])[CH2:17][CH2:16]1)[CH2:9][CH2:10][NH:11][C:12](=[O:14])[O-:13])([CH3:4])([CH3:3])[CH3:2].I([O-])(=O)(=O)=O.[Na+].Cl.[OH2:32]. The catalyst is C(Cl)(Cl)(Cl)Cl.C(#N)C.O.[Ru](Cl)(Cl)Cl. The product is [CH3:4][C:1]([CH3:3])([O:5][C:6](=[O:24])[NH:7][CH:8]([C@H:15]1[CH2:20][CH2:19][C@H:18]([CH2:21][C:22]([OH:32])=[O:23])[CH2:17][CH2:16]1)[CH2:9][CH2:10][NH:11][C:12](=[O:13])[O:14][C:1]([CH3:4])([CH3:3])[CH3:2])[CH3:2]. The yield is 0.830. (5) The reactants are [OH:1][CH:2]1[CH2:7][CH2:6][CH:5]([O:8][C:9]2[CH:14]=[CH:13][C:12]([N:15]3[C:20](=[O:21])[C:19]([CH2:22][C:23]4[CH:28]=[CH:27][C:26]([C:29]5[CH:34]=[CH:33][CH:32]=[CH:31][C:30]=5[C:35]5[NH:39][C:38](=[O:40])[O:37][N:36]=5)=[CH:25][CH:24]=4)=[C:18]([CH2:41][CH2:42][CH3:43])[N:17]=[C:16]3[CH3:44])=[CH:11][CH:10]=2)[CH2:4][CH2:3]1.CC(OI1(OC(C)=O)(OC(C)=O)OC(=O)C2C1=CC=CC=2)=O.C(OCC)(=O)C.S([O-])([O-])(=O)=S.[Na+].[Na+]. The catalyst is C(Cl)Cl.O. The product is [CH3:44][C:16]1[N:15]([C:12]2[CH:11]=[CH:10][C:9]([O:8][CH:5]3[CH2:6][CH2:7][C:2](=[O:1])[CH2:3][CH2:4]3)=[CH:14][CH:13]=2)[C:20](=[O:21])[C:19]([CH2:22][C:23]2[CH:28]=[CH:27][C:26]([C:29]3[CH:34]=[CH:33][CH:32]=[CH:31][C:30]=3[C:35]3[NH:39][C:38](=[O:40])[O:37][N:36]=3)=[CH:25][CH:24]=2)=[C:18]([CH2:41][CH2:42][CH3:43])[N:17]=1. The yield is 0.790. (6) The reactants are [Cl:1][C:2]1[CH:7]=[CH:6][C:5]([N:8]2[C:13]([OH:14])=[C:12]([C:15](OCC)=[O:16])[C:11](=[O:20])[N:10]([CH2:21][C:22]3[CH:27]=[CH:26][CH:25]=[CH:24][CH:23]=3)[C:9]2=[O:28])=[CH:4][CH:3]=1.C1CCN2C(=NCCC2)CC1.[NH2:40][CH2:41][C:42]([OH:44])=[O:43]. The catalyst is C(O)C. The product is [Cl:1][C:2]1[CH:3]=[CH:4][C:5]([N:8]2[C:13]([OH:14])=[C:12]([C:15]([NH:40][CH2:41][C:42]([OH:44])=[O:43])=[O:16])[C:11](=[O:20])[N:10]([CH2:21][C:22]3[CH:27]=[CH:26][CH:25]=[CH:24][CH:23]=3)[C:9]2=[O:28])=[CH:6][CH:7]=1. The yield is 0.100. (7) The catalyst is C(O)C.C(OCC)(=O)C. The yield is 0.100. The product is [Si:1]([O:8][CH2:9][CH2:10][C:11]1[CH:16]=[N:17][N:18]([C:19]2[CH:24]=[C:23]([C:25]#[N:26])[CH:22]=[CH:21][N:20]=2)[C:12]=1[OH:13])([C:4]([CH3:7])([CH3:6])[CH3:5])([CH3:3])[CH3:2]. The reactants are [Si:1]([O:8][CH2:9][CH2:10]/[C:11](=[CH:16]\[NH:17][NH:18][C:19]1[CH:24]=[C:23]([C:25]#[N:26])[CH:22]=[CH:21][N:20]=1)/[C:12](OC)=[O:13])([C:4]([CH3:7])([CH3:6])[CH3:5])([CH3:3])[CH3:2].CC([O-])(C)C.[K+].OS([O-])(=O)=O.[Na+]. (8) The reactants are Cl[C:2]1[C:3]2[CH:10]([CH3:11])[S:9][CH2:8][C:4]=2[N:5]=[CH:6][N:7]=1.[C:12]([N:19]1[CH2:24][CH2:23][NH:22][CH2:21][CH2:20]1)([O:14][C:15]([CH3:18])([CH3:17])[CH3:16])=[O:13]. The catalyst is CN1C(=O)CCC1.C(OCC)(=O)C. The product is [CH3:11][CH:10]1[C:3]2[C:2]([N:22]3[CH2:21][CH2:20][N:19]([C:12]([O:14][C:15]([CH3:18])([CH3:17])[CH3:16])=[O:13])[CH2:24][CH2:23]3)=[N:7][CH:6]=[N:5][C:4]=2[CH2:8][S:9]1. The yield is 0.690. (9) The reactants are C1([O:7][C:8](=O)[NH:9][C:10]2[CH:15]=[CH:14][C:13]([O:16][C:17]3[C:26]4[C:21](=[CH:22][C:23]([O:29][CH3:30])=[C:24]([O:27][CH3:28])[CH:25]=4)[N:20]=[CH:19][CH:18]=3)=[CH:12][C:11]=2[F:31])C=CC=CC=1.[CH:33]1([NH2:36])[CH2:35][CH2:34]1.C(OCC)(=O)C.O. The catalyst is CS(C)=O.CO. The product is [CH:33]1([NH:36][C:8]([NH:9][C:10]2[CH:15]=[CH:14][C:13]([O:16][C:17]3[C:26]4[C:21](=[CH:22][C:23]([O:29][CH3:30])=[C:24]([O:27][CH3:28])[CH:25]=4)[N:20]=[CH:19][CH:18]=3)=[CH:12][C:11]=2[F:31])=[O:7])[CH2:35][CH2:34]1. The yield is 0.730.